Dataset: Full USPTO retrosynthesis dataset with 1.9M reactions from patents (1976-2016). Task: Predict the reactants needed to synthesize the given product. (1) Given the product [ClH:48].[NH2:8][C@@H:9]1[CH2:14][CH2:13][CH2:12][N:11]([C:15]2[C:20]([CH:21]3[CH2:22][CH2:23]3)=[CH:19][N:18]=[C:17]3[NH:24][CH:25]=[C:26]([NH:27][C:28](=[O:32])[CH:29]([CH3:30])[CH3:31])[C:16]=23)[CH2:10]1, predict the reactants needed to synthesize it. The reactants are: C(OC([NH:8][C@@H:9]1[CH2:14][CH2:13][CH2:12][N:11]([C:15]2[C:20]([CH:21]3[CH2:23][CH2:22]3)=[CH:19][N:18]=[C:17]3[N:24](C(OC(C)(C)C)=O)[CH:25]=[C:26]([NH:27][C:28](=[O:32])[CH:29]([CH3:31])[CH3:30])[C:16]=23)[CH2:10]1)=O)(C)(C)C.C(O)(C(F)(F)F)=O.C(Cl)[Cl:48]. (2) Given the product [O:1]1[CH:5]=[CH:4][CH:3]=[C:2]1[C:6](=[N:10][O:11][CH3:12])[C:7]([O:9][CH3:13])=[O:8], predict the reactants needed to synthesize it. The reactants are: [O:1]1[CH:5]=[CH:4][CH:3]=[C:2]1[C:6](=[N:10][O:11][CH3:12])[C:7]([OH:9])=[O:8].[C:13](Cl)(=O)C. (3) Given the product [CH3:20][O:21][C:22]1[N:27]=[CH:26][C:25]([C:2]2[C:10]3[C:5](=[CH:6][CH:7]=[C:8]([C:11]([F:14])([F:13])[F:12])[CH:9]=3)[NH:4][C:3]=2[C:15]([O:17][CH2:18][CH3:19])=[O:16])=[CH:24][CH:23]=1, predict the reactants needed to synthesize it. The reactants are: Br[C:2]1[C:10]2[C:5](=[CH:6][CH:7]=[C:8]([C:11]([F:14])([F:13])[F:12])[CH:9]=2)[NH:4][C:3]=1[C:15]([O:17][CH2:18][CH3:19])=[O:16].[CH3:20][O:21][C:22]1[N:27]=[CH:26][C:25](B(O)O)=[CH:24][CH:23]=1.CN(C=O)C.